This data is from Full USPTO retrosynthesis dataset with 1.9M reactions from patents (1976-2016). The task is: Predict the reactants needed to synthesize the given product. (1) Given the product [N+:1]([C:4]1[CH:8]=[N:7][N:6]2[C:15]([C:17]3[S:21][CH:20]=[CH:19][CH:18]=3)=[CH:14][CH:13]=[N:9][C:5]=12)([O-:3])=[O:2], predict the reactants needed to synthesize it. The reactants are: [N+:1]([C:4]1[CH:8]=[N:7][NH:6][C:5]=1[NH2:9])([O-:3])=[O:2].CN(/[CH:13]=[CH:14]/[C:15]([C:17]1[S:21][CH:20]=[CH:19][CH:18]=1)=O)C.C(OCC)(=O)C. (2) The reactants are: Br[CH2:2][C:3]1[C:12]2[C:7](=[CH:8][CH:9]=[CH:10][CH:11]=2)[C:6]([C:13]([NH:15][C:16]2[C:17]([C:24]([NH:26][CH2:27][CH:28]3[CH2:33][CH2:32][O:31][CH2:30][CH2:29]3)=[O:25])=[N:18][C:19]([O:22][CH3:23])=[CH:20][CH:21]=2)=[O:14])=[CH:5][CH:4]=1.[H-].[Na+].[NH:36]1[CH2:41][CH2:40][O:39][CH2:38][CH2:37]1. Given the product [CH3:23][O:22][C:19]1[N:18]=[C:17]([C:24]([NH:26][CH2:27][CH:28]2[CH2:33][CH2:32][O:31][CH2:30][CH2:29]2)=[O:25])[C:16]([NH:15][C:13]([C:6]2[C:7]3[C:12](=[CH:11][CH:10]=[CH:9][CH:8]=3)[C:3]([CH2:2][N:36]3[CH2:41][CH2:40][O:39][CH2:38][CH2:37]3)=[CH:4][CH:5]=2)=[O:14])=[CH:21][CH:20]=1, predict the reactants needed to synthesize it. (3) Given the product [F:1][C:2]1[C:31]([N:32]2[CH2:37][CH2:36][N:35]([CH3:38])[CH2:34][CH2:33]2)=[CH:30][C:5]2[NH:6][C:7]([C:9]3[C:13]([NH:14][C:15](=[O:23])[N:16]([CH:20]([CH3:22])[CH3:21])[CH:17]([CH3:19])[CH3:18])=[CH:12][NH:11][N:10]=3)=[N:8][C:4]=2[CH:3]=1, predict the reactants needed to synthesize it. The reactants are: [F:1][C:2]1[C:31]([N:32]2[CH2:37][CH2:36][N:35]([CH3:38])[CH2:34][CH2:33]2)=[CH:30][C:5]2[NH:6][C:7]([C:9]3[C:13]([NH:14][C:15](=[O:23])[N:16]([CH:20]([CH3:22])[CH3:21])[CH:17]([CH3:19])[CH3:18])=[CH:12][N:11](C4CCCCO4)[N:10]=3)=[N:8][C:4]=2[CH:3]=1.Cl. (4) The reactants are: [NH2:1][C:2]1[C:11]([NH2:12])=[C:10]2[C:5]([CH2:6][CH2:7][CH:8]([CH2:13][OH:14])[O:9]2)=[CH:4][CH:3]=1.[C:15](N1C=CN=C1)(N1C=CN=C1)=[O:16]. Given the product [OH:14][CH2:13][CH:8]1[O:9][C:10]2[C:5](=[CH:4][CH:3]=[C:2]3[NH:1][C:15](=[O:16])[NH:12][C:11]3=2)[CH2:6][CH2:7]1, predict the reactants needed to synthesize it. (5) Given the product [Br:11][C:10]1[CH:9]=[C:8]2[C:4]([CH2:5][C@@:6]3([C:15](=[O:16])[NH:14][C:13](=[O:17])[N:12]3[CH3:18])[CH2:7]2)=[CH:3][C:2]=1[NH:1][C:26](=[O:27])[CH2:25][N:24]1[C:23]2[CH:29]=[CH:30][CH:31]=[CH:32][C:22]=2[N:21]([C:33]2[CH:38]=[CH:37][CH:36]=[CH:35][N:34]=2)[C:20]1=[O:19], predict the reactants needed to synthesize it. The reactants are: [NH2:1][C:2]1[CH:3]=[C:4]2[C:8](=[CH:9][C:10]=1[Br:11])[CH2:7][C@:6]1([C:15](=[O:16])[NH:14][C:13](=[O:17])[N:12]1[CH3:18])[CH2:5]2.[O:19]=[C:20]1[N:24]([CH2:25][C:26](O)=[O:27])[C:23]2[CH:29]=[CH:30][CH:31]=[CH:32][C:22]=2[N:21]1[C:33]1[CH:38]=[CH:37][CH:36]=[CH:35][N:34]=1.C(N(CC)C(C)C)(C)C.C1CN([P+](ON2N=NC3C=CC=CC2=3)(N2CCCC2)N2CCCC2)CC1.F[P-](F)(F)(F)(F)F. (6) Given the product [Cl:1][C:2]1[C:7]([C:11]#[N:12])=[CH:6][N:5]=[C:4]([O:9][CH3:10])[CH:3]=1, predict the reactants needed to synthesize it. The reactants are: [Cl:1][C:2]1[C:7](I)=[CH:6][N:5]=[C:4]([O:9][CH3:10])[CH:3]=1.[CH3:11][N:12](C=O)C.